The task is: Predict the product of the given reaction.. This data is from Forward reaction prediction with 1.9M reactions from USPTO patents (1976-2016). (1) Given the reactants Br[C:2]1[C:3]([F:31])=[CH:4][C:5]([F:30])=[C:6]([C@:8]2([CH3:29])[CH2:13][C@@H:12]([C:14]3[C:15]([CH3:20])=[N:16][O:17][C:18]=3[CH3:19])[S:11][C:10]([NH:21][C:22](=[O:28])[O:23][C:24]([CH3:27])([CH3:26])[CH3:25])=[N:9]2)[CH:7]=1.CON(C)[C:35](=[O:37])[CH3:36].C([Li])CCC, predict the reaction product. The product is: [C:35]([C:2]1[C:3]([F:31])=[CH:4][C:5]([F:30])=[C:6]([C@:8]2([CH3:29])[CH2:13][C@@H:12]([C:14]3[C:15]([CH3:20])=[N:16][O:17][C:18]=3[CH3:19])[S:11][C:10]([NH:21][C:22](=[O:28])[O:23][C:24]([CH3:26])([CH3:25])[CH3:27])=[N:9]2)[CH:7]=1)(=[O:37])[CH3:36]. (2) Given the reactants [CH3:1][N:2]([CH2:5][C:6]1[N:7]([CH2:15][CH2:16][C:17]([O-:19])=[O:18])[C:8]2[C:13]([CH:14]=1)=[CH:12][CH:11]=[CH:10][CH:9]=2)[NH:3][CH3:4].[NH2+]1CCCCC1.[CH2:26]([O:33][CH2:34][CH:35]=O)[C:27]1[CH:32]=[CH:31][CH:30]=[CH:29][CH:28]=1, predict the reaction product. The product is: [CH2:26]([O:33][CH2:34][CH:35]1[C:14]2[C:13]3[CH:12]=[CH:11][CH:10]=[CH:9][C:8]=3[N:7]([CH2:15][CH2:16][C:17]([OH:19])=[O:18])[C:6]=2[CH2:5][N:2]([CH3:1])[N:3]1[CH3:4])[C:27]1[CH:28]=[CH:29][CH:30]=[CH:31][CH:32]=1. (3) Given the reactants [C:1]([O:5][C:6]([NH:8][CH2:9][C:10]([NH:12][NH:13][C:14]([C:16]([O:18][CH2:19][CH3:20])=[O:17])=[O:15])=O)=[O:7])([CH3:4])([CH3:3])[CH3:2].C(N(CC)CC)C.C1(P(C2C=CC=CC=2)C2C=CC=CC=2)C=CC=CC=1, predict the reaction product. The product is: [C:1]([O:5][C:6]([NH:8][CH2:9][C:10]1[O:15][C:14]([C:16]([O:18][CH2:19][CH3:20])=[O:17])=[N:13][N:12]=1)=[O:7])([CH3:4])([CH3:3])[CH3:2]. (4) Given the reactants [N+:1]([O-:4])(O)=[O:2].S(=O)(=O)(O)O.[CH3:10][C:11]1[N:16]([CH2:17][CH2:18][CH3:19])[C:15](=[O:20])[NH:14][C:13](=[O:21])[CH:12]=1, predict the reaction product. The product is: [N+:1]([C:12]1[C:13](=[O:21])[NH:14][C:15](=[O:20])[N:16]([CH2:17][CH2:18][CH3:19])[C:11]=1[CH3:10])([O-:4])=[O:2].